From a dataset of NCI-60 drug combinations with 297,098 pairs across 59 cell lines. Regression. Given two drug SMILES strings and cell line genomic features, predict the synergy score measuring deviation from expected non-interaction effect. (1) Drug 1: C1=CC(=CC=C1CCC2=CNC3=C2C(=O)NC(=N3)N)C(=O)NC(CCC(=O)O)C(=O)O. Drug 2: CC1CCC2CC(C(=CC=CC=CC(CC(C(=O)C(C(C(=CC(C(=O)CC(OC(=O)C3CCCCN3C(=O)C(=O)C1(O2)O)C(C)CC4CCC(C(C4)OC)O)C)C)O)OC)C)C)C)OC. Cell line: CCRF-CEM. Synergy scores: CSS=49.6, Synergy_ZIP=0.622, Synergy_Bliss=-2.31, Synergy_Loewe=0.343, Synergy_HSA=2.44. (2) Drug 1: C1=NC2=C(N1)C(=S)N=C(N2)N. Drug 2: CC12CCC3C(C1CCC2O)C(CC4=C3C=CC(=C4)O)CCCCCCCCCS(=O)CCCC(C(F)(F)F)(F)F. Cell line: NCIH23. Synergy scores: CSS=45.4, Synergy_ZIP=-2.23, Synergy_Bliss=-1.47, Synergy_Loewe=-6.13, Synergy_HSA=-1.63. (3) Drug 1: CC1C(C(CC(O1)OC2CC(CC3=C2C(=C4C(=C3O)C(=O)C5=C(C4=O)C(=CC=C5)OC)O)(C(=O)CO)O)N)O.Cl. Drug 2: C1=NC2=C(N1)C(=S)N=C(N2)N. Cell line: SNB-19. Synergy scores: CSS=13.0, Synergy_ZIP=-3.70, Synergy_Bliss=-2.27, Synergy_Loewe=-16.8, Synergy_HSA=-1.03. (4) Drug 1: CN(C)C1=NC(=NC(=N1)N(C)C)N(C)C. Drug 2: CC=C1C(=O)NC(C(=O)OC2CC(=O)NC(C(=O)NC(CSSCCC=C2)C(=O)N1)C(C)C)C(C)C. Cell line: K-562. Synergy scores: CSS=9.85, Synergy_ZIP=0.436, Synergy_Bliss=0.463, Synergy_Loewe=-65.5, Synergy_HSA=-2.29.